From a dataset of Ames mutagenicity test results for genotoxicity prediction. Regression/Classification. Given a drug SMILES string, predict its toxicity properties. Task type varies by dataset: regression for continuous values (e.g., LD50, hERG inhibition percentage) or binary classification for toxic/non-toxic outcomes (e.g., AMES mutagenicity, cardiotoxicity, hepatotoxicity). Dataset: ames. (1) The compound is NC(=O)N/N=C/c1ccc([N+](=O)[O-])o1. The result is 1 (mutagenic). (2) The drug is Cc1ccc([N+](=O)[O-])cc1N. The result is 1 (mutagenic). (3) The result is 0 (non-mutagenic). The drug is O=C(O)/C=C/c1ccccc1.